The task is: Regression. Given two drug SMILES strings and cell line genomic features, predict the synergy score measuring deviation from expected non-interaction effect.. This data is from NCI-60 drug combinations with 297,098 pairs across 59 cell lines. (1) Drug 1: CC1=C(C=C(C=C1)C(=O)NC2=CC(=CC(=C2)C(F)(F)F)N3C=C(N=C3)C)NC4=NC=CC(=N4)C5=CN=CC=C5. Drug 2: CC(C)NC(=O)C1=CC=C(C=C1)CNNC.Cl. Cell line: HOP-92. Synergy scores: CSS=0.248, Synergy_ZIP=1.76, Synergy_Bliss=1.96, Synergy_Loewe=0.930, Synergy_HSA=-1.30. (2) Drug 1: C1CN(CCN1C(=O)CCBr)C(=O)CCBr. Drug 2: COC1=C2C(=CC3=C1OC=C3)C=CC(=O)O2. Cell line: SF-295. Synergy scores: CSS=30.7, Synergy_ZIP=0.978, Synergy_Bliss=0.716, Synergy_Loewe=-11.6, Synergy_HSA=0.0298. (3) Drug 1: C1=CC(=CC=C1C#N)C(C2=CC=C(C=C2)C#N)N3C=NC=N3. Drug 2: CN1C(=O)N2C=NC(=C2N=N1)C(=O)N. Cell line: OVCAR-5. Synergy scores: CSS=2.53, Synergy_ZIP=-1.70, Synergy_Bliss=-3.38, Synergy_Loewe=-0.826, Synergy_HSA=-4.06. (4) Drug 1: C1=NC2=C(N1)C(=S)N=CN2. Drug 2: CCN(CC)CCCC(C)NC1=C2C=C(C=CC2=NC3=C1C=CC(=C3)Cl)OC. Cell line: NCIH23. Synergy scores: CSS=40.5, Synergy_ZIP=-12.0, Synergy_Bliss=-7.82, Synergy_Loewe=-13.5, Synergy_HSA=-3.26. (5) Drug 1: C1C(C(OC1N2C=C(C(=O)NC2=O)F)CO)O. Drug 2: CCN(CC)CCNC(=O)C1=C(NC(=C1C)C=C2C3=C(C=CC(=C3)F)NC2=O)C. Cell line: EKVX. Synergy scores: CSS=2.25, Synergy_ZIP=-1.89, Synergy_Bliss=-4.09, Synergy_Loewe=-0.192, Synergy_HSA=-3.35. (6) Drug 1: CN(C)N=NC1=C(NC=N1)C(=O)N. Drug 2: CCC1(CC2CC(C3=C(CCN(C2)C1)C4=CC=CC=C4N3)(C5=C(C=C6C(=C5)C78CCN9C7C(C=CC9)(C(C(C8N6C=O)(C(=O)OC)O)OC(=O)C)CC)OC)C(=O)OC)O.OS(=O)(=O)O. Cell line: NCIH23. Synergy scores: CSS=21.1, Synergy_ZIP=-6.41, Synergy_Bliss=-0.842, Synergy_Loewe=-24.4, Synergy_HSA=-2.65. (7) Drug 1: CN1C(=O)N2C=NC(=C2N=N1)C(=O)N. Drug 2: C1=NC(=NC(=O)N1C2C(C(C(O2)CO)O)O)N. Cell line: SNB-75. Synergy scores: CSS=4.82, Synergy_ZIP=-3.15, Synergy_Bliss=-1.54, Synergy_Loewe=-2.67, Synergy_HSA=-1.18.